This data is from Experimentally validated miRNA-target interactions with 360,000+ pairs, plus equal number of negative samples. The task is: Binary Classification. Given a miRNA mature sequence and a target amino acid sequence, predict their likelihood of interaction. (1) The miRNA is mmu-miR-669i with sequence UGCAUAUACACACAUGCAUAC. The protein sequence of the target gene is MRPPPALALAGLCLLALPAAAASYFGLTGREVLTPFPGLGTAAAPAQGGAHLKQCDLLKLSRRQKQLCRREPGLAETLRDAAHLGLLECQFQFRHERWNCSLEGRMGLLKRGFKETAFLYAVSSAALTHTLARACSAGRMERCTCDDSPGLESRQAWQWGVCGDNLKYSTKFLSNFLGSKRGNKDLRARADAHNTHVGIKAVKSGLRTTCKCHGVSGSCAVRTCWKQLSPFRETGQVLKLRYDSAVKVSSATNEALGRLELWAPARQGSLTKGLAPRSGDLVYMEDSPSFCRPSKYSPGT.... Result: 0 (no interaction). (2) The miRNA is hsa-miR-4668-3p with sequence GAAAAUCCUUUUUGUUUUUCCAG. The protein sequence of the target gene is MEGSGGGAGERAPLLGARRAAAAAAAAGAFAGRRAACGAVLLTELLERAAFYGITSNLVLFLNGAPFCWEGAQASEALLLFMGLTYLGSPFGGWLADARLGRARAILLSLALYLLGMLAFPLLAAPATRAALCGSARLLNCTAPGPDAAARCCSPATFAGLVLVGLGVATVKANITPFGADQVKDRGPEATRRFFNWFYWSINLGAILSLGGIAYIQQNVSFVTGYAIPTVCVGLAFVVFLCGQSVFITKPPDGSAFTDMFKILTYSCCSQKRSGERQSNGEGIGVFQQSSKQSLFDSCK.... Result: 1 (interaction). (3) The miRNA is hsa-miR-597-5p with sequence UGUGUCACUCGAUGACCACUGU. The protein sequence of the target gene is MLKFRTVHGGLRLLGIRRTSTAPAASPNVRRLEYKPIKKVMVANRGEIAIRVFRACTELGIRTVAIYSEQDTGQMHRQKADEAYLIGRGLAPVQAYLHIPDIIKVAKENNVDAVHPGYGFLSERADFAQACQDAGVRFIGPSPEVVRKMGDKVEARAIAIAAGVPVVPGTDAPITSLHEAHEFSNTYGFPIIFKAAYGGGGRGMRVVHSYEELEENYTRAYSEALAAFGNGALFVEKFIEKPRHIEVQILGDQYGNILHLYERDCSIQRRHQKVVEIAPAAHLDPQLRTRLTSDSVKLAK.... Result: 0 (no interaction).